Dataset: Catalyst prediction with 721,799 reactions and 888 catalyst types from USPTO. Task: Predict which catalyst facilitates the given reaction. (1) Reactant: [CH3:1][O:2][C:3]1[CH:11]=[C:10]2[C:6]([CH:7]=[N:8][NH:9]2)=[CH:5][C:4]=1[NH:12][C:13]1[C:14]2[C:21]3[CH2:22][CH2:23][C@:24]([CH3:31])([C:26]([O:28]CC)=[O:27])[CH2:25][C:20]=3[S:19][C:15]=2[N:16]=[CH:17][N:18]=1.O1CCCC1.[OH-].[Li+].Cl. The catalyst class is: 5. Product: [CH3:1][O:2][C:3]1[CH:11]=[C:10]2[C:6]([CH:7]=[N:8][NH:9]2)=[CH:5][C:4]=1[NH:12][C:13]1[C:14]2[C:21]3[CH2:22][CH2:23][C:24]([CH3:31])([C:26]([OH:28])=[O:27])[CH2:25][C:20]=3[S:19][C:15]=2[N:16]=[CH:17][N:18]=1. (2) Reactant: [C@H:1]([NH:5][C:6]1[C:7]([C:17]([NH2:19])=[O:18])=[CH:8][C:9]([CH3:16])=[C:10]([CH:15]=1)[C:11]([O:13]C)=[O:12])([CH2:3][CH3:4])[CH3:2].[OH-].[Na+]. Product: [C@H:1]([NH:5][C:6]1[C:7]([C:17]([NH2:19])=[O:18])=[CH:8][C:9]([CH3:16])=[C:10]([CH:15]=1)[C:11]([OH:13])=[O:12])([CH2:3][CH3:4])[CH3:2]. The catalyst class is: 138. (3) Reactant: [C:1]([C:4]1[CH:9]=[CH:8][C:7]([S:10]([NH2:13])(=[O:12])=[O:11])=[CH:6][CH:5]=1)(=[O:3])[CH3:2].[C:14](OC(=O)C)(=[O:16])[CH3:15]. Product: [C:1]([C:4]1[CH:5]=[CH:6][C:7]([S:10]([NH:13][C:14](=[O:16])[CH3:15])(=[O:11])=[O:12])=[CH:8][CH:9]=1)(=[O:3])[CH3:2]. The catalyst class is: 377. (4) Reactant: [F:1][C:2]1[CH:3]=[C:4]2[C:8](=[CH:9][CH:10]=1)[NH:7][CH:6]=[C:5]2[CH3:11].[C:12]([O:16][C:17](O[C:17]([O:16][C:12]([CH3:15])([CH3:14])[CH3:13])=[O:18])=[O:18])([CH3:15])([CH3:14])[CH3:13]. Product: [C:12]([O:16][C:17]([N:7]1[C:8]2[C:4](=[CH:3][C:2]([F:1])=[CH:10][CH:9]=2)[C:5]([CH3:11])=[CH:6]1)=[O:18])([CH3:15])([CH3:14])[CH3:13]. The catalyst class is: 230. (5) Reactant: [CH3:1][CH2:2][NH:3][C:4]([CH2:6][CH2:7][CH2:8]/[CH:9]=[CH:10]\[CH2:11][C@@H:12]1[C@@H:16](/[CH:17]=[CH:18]/[C@@H:19]([OH:28])[CH2:20][CH2:21][C:22]2[CH:23]=[CH:24][CH:25]=[CH:26][CH:27]=2)[C@H:15]([OH:29])[CH2:14][C@@H:13]1[OH:30])=[O:5].Cl[C:32]([O:34][CH2:35][CH2:36][CH2:37][CH2:38][Cl:39])=[O:33]. The catalyst class is: 64. Product: [C:32](=[O:33])([O:29][CH:15]1[CH2:14][CH:13]([OH:30])[C@H:12]([CH2:11]/[CH:10]=[CH:9]\[CH2:8][CH2:7][CH2:6][C:4]([NH:3][CH2:2][CH3:1])=[O:5])[C@H:16]1/[CH:17]=[CH:18]/[C@@H:19]([OH:28])[CH2:20][CH2:21][C:22]1[CH:23]=[CH:24][CH:25]=[CH:26][CH:27]=1)[O:34][CH2:35][CH2:36][CH2:37][CH2:38][Cl:39]. (6) Reactant: [Br:1][C:2]1[CH:9]=[CH:8][C:5]([CH:6]=O)=[CH:4][CH:3]=1.[CH:10]1([C@@H:13]([NH2:15])[CH3:14])[CH2:12][CH2:11]1.C(O[BH-](OC(=O)C)OC(=O)C)(=O)C.[Na+]. Product: [Br:1][C:2]1[CH:9]=[CH:8][C:5]([CH2:6][NH:15][C@H:13]([CH:10]2[CH2:12][CH2:11]2)[CH3:14])=[CH:4][CH:3]=1. The catalyst class is: 5.